From a dataset of Forward reaction prediction with 1.9M reactions from USPTO patents (1976-2016). Predict the product of the given reaction. Given the reactants Cl.Cl.[NH:3]1[C:11]2[C:6](=[CH:7][CH:8]=[CH:9][CH:10]=2)[C:5]([CH:12]2[CH2:17][CH2:16][CH:15]([NH:18][CH:19]([CH:23]3[CH2:28][CH2:27][NH:26][CH2:25][CH2:24]3)[C:20]([NH2:22])=[O:21])[CH2:14][CH2:13]2)=[CH:4]1.[O:29]1[C:34]2[CH:35]=[C:36](/[CH:39]=[CH:40]/[C:41](O)=[O:42])[CH:37]=[CH:38][C:33]=2[O:32][CH2:31][CH2:30]1, predict the reaction product. The product is: [NH:3]1[C:11]2[C:6](=[CH:7][CH:8]=[CH:9][CH:10]=2)[C:5]([CH:12]2[CH2:17][CH2:16][CH:15]([NH:18][CH:19]([CH:23]3[CH2:24][CH2:25][N:26]([C:41](=[O:42])/[CH:40]=[CH:39]/[C:36]4[CH:37]=[CH:38][C:33]5[O:32][CH2:31][CH2:30][O:29][C:34]=5[CH:35]=4)[CH2:27][CH2:28]3)[C:20]([NH2:22])=[O:21])[CH2:14][CH2:13]2)=[CH:4]1.